This data is from Reaction yield outcomes from USPTO patents with 853,638 reactions. The task is: Predict the reaction yield, written as a fraction of the theoretical maximum amount of product (1.0 means a 100% yield; for example, 0.34 means a 34% yield). (1) The reactants are [OH:1][CH2:2][CH2:3][C:4]1[CH:9]=[CH:8][C:7]([O:10][C:11](=[O:20])[N:12]([CH3:19])[C:13]2[CH:18]=[CH:17][CH:16]=[CH:15][CH:14]=2)=[CH:6][CH:5]=1.O[C:22]1[CH:27]=[CH:26][N:25]=[CH:24][CH:23]=1. No catalyst specified. The product is [N:25]1[CH:26]=[CH:27][C:22]([O:1][CH2:2][CH2:3][C:4]2[CH:5]=[CH:6][C:7]([O:10][C:11](=[O:20])[N:12]([CH3:19])[C:13]3[CH:14]=[CH:15][CH:16]=[CH:17][CH:18]=3)=[CH:8][CH:9]=2)=[CH:23][CH:24]=1. The yield is 0.990. (2) The reactants are [Cl-].O[NH3+].[C:4](=[O:7])([O-])[OH:5].[Na+].[CH3:9][C:10]1[O:14][C:13]([CH2:15][O:16][C@H:17]2[CH2:22][CH2:21][C@H:20]([N:23]3[C:28](=[O:29])[C:27]([CH2:30][C:31]4[CH:36]=[CH:35][C:34]([C:37]5[C:38]([C:43]#[N:44])=[CH:39][CH:40]=[CH:41][CH:42]=5)=[CH:33][CH:32]=4)=[C:26]([CH2:45][CH2:46][CH3:47])[N:25]4[N:48]=[CH:49][N:50]=[C:24]34)[CH2:19][CH2:18]2)=[N:12][N:11]=1.[N:51]12CCCN=C1CCCCC2.Cl. The catalyst is O1CCCC1.C(OCC)(=O)C.O.CS(C)=O. The product is [CH3:9][C:10]1[O:14][C:13]([CH2:15][O:16][C@H:17]2[CH2:22][CH2:21][C@H:20]([N:23]3[C:28](=[O:29])[C:27]([CH2:30][C:31]4[CH:36]=[CH:35][C:34]([C:37]5[CH:42]=[CH:41][CH:40]=[CH:39][C:38]=5[C:43]5[NH:51][C:4](=[O:7])[O:5][N:44]=5)=[CH:33][CH:32]=4)=[C:26]([CH2:45][CH2:46][CH3:47])[N:25]4[N:48]=[CH:49][N:50]=[C:24]34)[CH2:19][CH2:18]2)=[N:12][N:11]=1. The yield is 0.150. (3) The reactants are [NH2:1][C@H:2]1[CH2:7][CH2:6][N:5]([CH2:8][CH2:9][N:10]2[C:19]3[C:14](=[CH:15][CH:16]=[C:17]([O:20][CH3:21])[CH:18]=3)[N:13]=[CH:12][C:11]2=[O:22])[CH2:4][C@@H:3]1[O:23][CH3:24].[O:25]=[C:26]1[CH2:31][O:30][C:29]2[CH:32]=[CH:33][C:34]([CH:36]=O)=[N:35][C:28]=2[NH:27]1.C(O[BH-](OC(=O)C)OC(=O)C)(=O)C.[Na+]. The yield is 0.620. The product is [CH3:24][O:23][C@@H:3]1[C@@H:2]([NH:1][CH2:36][C:34]2[CH:33]=[CH:32][C:29]3[O:30][CH2:31][C:26](=[O:25])[NH:27][C:28]=3[N:35]=2)[CH2:7][CH2:6][N:5]([CH2:8][CH2:9][N:10]2[C:19]3[C:14](=[CH:15][CH:16]=[C:17]([O:20][CH3:21])[CH:18]=3)[N:13]=[CH:12][C:11]2=[O:22])[CH2:4]1. No catalyst specified. (4) The reactants are [Br:1][C:2]1[CH:8]=[C:7]([O:9][CH3:10])[CH:6]=[CH:5][C:3]=1[NH2:4].[C:11]([C:17]([O:19][CH3:20])=[O:18])#[C:12][C:13]([O:15][CH3:16])=[O:14].C(O)C. The catalyst is CO. The product is [CH3:16][O:15][C:13](=[O:14])[C:12]([NH:4][C:3]1[CH:5]=[CH:6][C:7]([O:9][CH3:10])=[CH:8][C:2]=1[Br:1])=[CH:11][C:17]([O:19][CH3:20])=[O:18]. The yield is 0.930.